Predict the reactants needed to synthesize the given product. From a dataset of Full USPTO retrosynthesis dataset with 1.9M reactions from patents (1976-2016). Given the product [NH2:26][C:22]1([C:19]2[CH:20]=[CH:21][C:16]([C:10]3[C:9]([C:34]4[CH:39]=[CH:38][CH:37]=[CH:36][CH:35]=4)=[CH:8][C:7]4[C:6]5=[N:5][NH:4][C:3](=[O:2])[N:15]5[CH:14]=[CH:13][C:12]=4[N:11]=3)=[CH:17][CH:18]=2)[CH2:23][CH2:24][CH2:25]1.[ClH:43], predict the reactants needed to synthesize it. The reactants are: Cl.[O:2]=[C:3]1[N:15]2[C:6]([C:7]3[CH:8]=[C:9]([C:34]4[CH:39]=[CH:38][CH:37]=[CH:36][CH:35]=4)[C:10]([C:16]4[CH:21]=[CH:20][C:19]([C:22]5([NH:26]C(=O)OC(C)(C)C)[CH2:25][CH2:24][CH2:23]5)=[CH:18][CH:17]=4)=[N:11][C:12]=3[CH:13]=[CH:14]2)=[N:5][NH:4]1.C([Cl:43])(=O)C.